Dataset: Catalyst prediction with 721,799 reactions and 888 catalyst types from USPTO. Task: Predict which catalyst facilitates the given reaction. (1) Reactant: Br[CH:2]([C:13]1[CH:14]=[CH:15][C:16]2[N:17]([C:19]([CH:22]([CH3:24])[CH3:23])=[N:20][N:21]=2)[N:18]=1)[C:3]([C:5]1[CH:10]=[CH:9][C:8]([F:11])=[CH:7][C:6]=1[F:12])=O.[C:25]([N:28]1[CH2:33][CH2:32][N:31](C(OC(C)(C)C)=O)[CH2:30][CH2:29]1)(=[S:27])[NH2:26]. Product: [F:12][C:6]1[CH:7]=[C:8]([F:11])[CH:9]=[CH:10][C:5]=1[C:3]1[N:26]=[C:25]([N:28]2[CH2:33][CH2:32][NH:31][CH2:30][CH2:29]2)[S:27][C:2]=1[C:13]1[CH:14]=[CH:15][C:16]2[N:17]([C:19]([CH:22]([CH3:24])[CH3:23])=[N:20][N:21]=2)[N:18]=1. The catalyst class is: 14. (2) Reactant: [Cl:1][C:2]1[CH:7]=[CH:6][CH:5]=[CH:4][C:3]=1[N:8]1[C:12]([S:13]([C:16]2[CH:21]=[CH:20][CH:19]=[C:18]([CH3:22])[N:17]=2)(=[O:15])=[O:14])=[CH:11][C:10]([CH2:23][N:24](C)[C:25](=O)OC(C)(C)C)=[N:9]1.C(OCC)(=O)C.Cl. Product: [ClH:1].[Cl:1][C:2]1[CH:7]=[CH:6][CH:5]=[CH:4][C:3]=1[N:8]1[C:12]([S:13]([C:16]2[CH:21]=[CH:20][CH:19]=[C:18]([CH3:22])[N:17]=2)(=[O:14])=[O:15])=[CH:11][C:10]([CH2:23][NH:24][CH3:25])=[N:9]1. The catalyst class is: 8. (3) Reactant: Br[C:2]1[CH:3]=[C:4]2[C:8](=[C:9]([CH3:11])[CH:10]=1)[NH:7][N:6]=[CH:5]2.[H-].[Na+].C([Li])(CC)C.C1CCCCC1.Cl.[C:26](=O)(O)[O-:27].[Na+]. Product: [CH3:11][C:9]1[CH:10]=[C:2]([CH:26]=[O:27])[CH:3]=[C:4]2[C:8]=1[NH:7][N:6]=[CH:5]2. The catalyst class is: 348. (4) Reactant: [F:1][C:2]1[C:3]([O:25]C)=[CH:4][CH:5]=[C:6]2[C:10]=1[C:9](=[O:11])[N:8]([CH2:12][C@H:13]1[CH2:18][CH2:17][C@H:16]([C:19]([N:21]([O:23][CH3:24])[CH3:22])=[O:20])[CH2:15][CH2:14]1)[CH2:7]2.B(Br)(Br)Br. Product: [F:1][C:2]1[C:3]([OH:25])=[CH:4][CH:5]=[C:6]2[C:10]=1[C:9](=[O:11])[N:8]([CH2:12][C@H:13]1[CH2:14][CH2:15][C@H:16]([C:19]([N:21]([O:23][CH3:24])[CH3:22])=[O:20])[CH2:17][CH2:18]1)[CH2:7]2. The catalyst class is: 2. (5) Reactant: [F:1][CH:2]([F:35])[CH2:3][O:4][C:5]1[C:13]2[CH2:12][N:11]([C:14]3[CH:19]=[CH:18][C:17]([CH2:20][C:21]([O:23]CC)=[O:22])=[CH:16][C:15]=3[F:26])[C:10](=[O:27])[C:9]=2[C:8]([O:28][CH2:29][CH3:30])=[C:7]2[CH:31]=[CH:32][CH:33]=[CH:34][C:6]=12.[OH-].[Na+]. Product: [F:35][CH:2]([F:1])[CH2:3][O:4][C:5]1[C:13]2[CH2:12][N:11]([C:14]3[CH:19]=[CH:18][C:17]([CH2:20][C:21]([OH:23])=[O:22])=[CH:16][C:15]=3[F:26])[C:10](=[O:27])[C:9]=2[C:8]([O:28][CH2:29][CH3:30])=[C:7]2[CH:31]=[CH:32][CH:33]=[CH:34][C:6]=12. The catalyst class is: 8.